From a dataset of NCI-60 drug combinations with 297,098 pairs across 59 cell lines. Regression. Given two drug SMILES strings and cell line genomic features, predict the synergy score measuring deviation from expected non-interaction effect. (1) Drug 2: CC1C(C(CC(O1)OC2CC(CC3=C2C(=C4C(=C3O)C(=O)C5=C(C4=O)C(=CC=C5)OC)O)(C(=O)CO)O)N)O.Cl. Drug 1: COC1=C2C(=CC3=C1OC=C3)C=CC(=O)O2. Cell line: T-47D. Synergy scores: CSS=41.0, Synergy_ZIP=1.01, Synergy_Bliss=0.296, Synergy_Loewe=-8.04, Synergy_HSA=1.59. (2) Drug 1: C1=C(C(=O)NC(=O)N1)N(CCCl)CCCl. Drug 2: B(C(CC(C)C)NC(=O)C(CC1=CC=CC=C1)NC(=O)C2=NC=CN=C2)(O)O. Cell line: MCF7. Synergy scores: CSS=19.7, Synergy_ZIP=-2.62, Synergy_Bliss=-1.56, Synergy_Loewe=-2.14, Synergy_HSA=-1.98. (3) Drug 1: CCC(=C(C1=CC=CC=C1)C2=CC=C(C=C2)OCCN(C)C)C3=CC=CC=C3.C(C(=O)O)C(CC(=O)O)(C(=O)O)O. Drug 2: C1C(C(OC1N2C=NC(=NC2=O)N)CO)O. Cell line: PC-3. Synergy scores: CSS=5.21, Synergy_ZIP=-3.32, Synergy_Bliss=0.744, Synergy_Loewe=0.789, Synergy_HSA=0.884. (4) Drug 1: CCC1=CC2CC(C3=C(CN(C2)C1)C4=CC=CC=C4N3)(C5=C(C=C6C(=C5)C78CCN9C7C(C=CC9)(C(C(C8N6C)(C(=O)OC)O)OC(=O)C)CC)OC)C(=O)OC.C(C(C(=O)O)O)(C(=O)O)O. Drug 2: CC(C)NC(=O)C1=CC=C(C=C1)CNNC.Cl. Cell line: SF-295. Synergy scores: CSS=31.7, Synergy_ZIP=-7.42, Synergy_Bliss=-2.29, Synergy_Loewe=-55.8, Synergy_HSA=-2.14. (5) Drug 1: CC1=C(C=C(C=C1)C(=O)NC2=CC(=CC(=C2)C(F)(F)F)N3C=C(N=C3)C)NC4=NC=CC(=N4)C5=CN=CC=C5. Drug 2: C1C(C(OC1N2C=NC(=NC2=O)N)CO)O. Cell line: BT-549. Synergy scores: CSS=14.4, Synergy_ZIP=0.547, Synergy_Bliss=-1.54, Synergy_Loewe=-9.15, Synergy_HSA=-1.82. (6) Drug 2: C1=NC(=NC(=O)N1C2C(C(C(O2)CO)O)O)N. Drug 1: C1=NC2=C(N=C(N=C2N1C3C(C(C(O3)CO)O)O)F)N. Synergy scores: CSS=5.09, Synergy_ZIP=-1.75, Synergy_Bliss=-1.19, Synergy_Loewe=-3.04, Synergy_HSA=-1.65. Cell line: SNB-75. (7) Drug 1: CNC(=O)C1=NC=CC(=C1)OC2=CC=C(C=C2)NC(=O)NC3=CC(=C(C=C3)Cl)C(F)(F)F. Drug 2: C1CC(=O)NC(=O)C1N2C(=O)C3=CC=CC=C3C2=O. Cell line: HL-60(TB). Synergy scores: CSS=2.81, Synergy_ZIP=2.13, Synergy_Bliss=3.76, Synergy_Loewe=1.97, Synergy_HSA=0.819. (8) Drug 1: CC(CN1CC(=O)NC(=O)C1)N2CC(=O)NC(=O)C2. Drug 2: CC(C)CN1C=NC2=C1C3=CC=CC=C3N=C2N. Cell line: SK-OV-3. Synergy scores: CSS=7.54, Synergy_ZIP=-1.44, Synergy_Bliss=2.72, Synergy_Loewe=1.53, Synergy_HSA=1.18.